Predict the reactants needed to synthesize the given product. From a dataset of Full USPTO retrosynthesis dataset with 1.9M reactions from patents (1976-2016). (1) Given the product [Cl:1][C:2]1[C:3]([C:9]2[CH:10]=[CH:11][C:12]3[N:16]=[CH:15][N:14]([CH2:17][C:18]4[CH:23]=[CH:22][CH:21]=[C:20]([F:24])[CH:19]=4)[C:13]=3[CH:25]=2)=[CH:4][C:5]([NH:26][C:27]2[CH:32]=[CH:31][C:30]([S:33]([NH2:36])(=[O:34])=[O:35])=[CH:29][CH:28]=2)=[N:6][CH:7]=1, predict the reactants needed to synthesize it. The reactants are: [Cl:1][C:2]1[C:3]([C:9]2[CH:10]=[CH:11][C:12]3[N:16]=[CH:15][N:14]([CH2:17][C:18]4[CH:23]=[CH:22][CH:21]=[C:20]([F:24])[CH:19]=4)[C:13]=3[CH:25]=2)=[CH:4][C:5](F)=[N:6][CH:7]=1.[NH2:26][C:27]1[CH:32]=[CH:31][C:30]([S:33]([NH2:36])(=[O:35])=[O:34])=[CH:29][CH:28]=1.C(=O)([O-])[O-].[Cs+].[Cs+].FC(F)(F)C(O)=O. (2) Given the product [F:4][C:5]1[CH:6]=[C:7]([C:10]([NH:1][OH:2])=[NH:11])[NH:8][CH:9]=1, predict the reactants needed to synthesize it. The reactants are: [NH2:1][OH:2].O.[F:4][C:5]1[CH:6]=[C:7]([C:10]#[N:11])[NH:8][CH:9]=1. (3) Given the product [Br:1][C:2]1[C:3]([N:21]2[CH2:26][CH2:25][CH2:24][C@@H:23]([NH:27][C:28](=[O:34])[O:29][C:30]([CH3:32])([CH3:31])[CH3:33])[CH2:22]2)=[C:4]2[C:10]([NH:11][C:12](=[O:19])[C:13]3[CH:18]=[CH:17][CH:16]=[CH:15][N:14]=3)=[CH:9][NH:8][C:5]2=[N:6][CH:7]=1, predict the reactants needed to synthesize it. The reactants are: [Br:1][C:2]1[C:3](F)=[C:4]2[C:10]([NH:11][C:12](=[O:19])[C:13]3[CH:18]=[CH:17][CH:16]=[CH:15][N:14]=3)=[CH:9][NH:8][C:5]2=[N:6][CH:7]=1.[NH:21]1[CH2:26][CH2:25][CH2:24][C@@H:23]([NH:27][C:28](=[O:34])[O:29][C:30]([CH3:33])([CH3:32])[CH3:31])[CH2:22]1. (4) Given the product [CH3:1][O:2][C:3]1[CH:4]=[C:5]([CH:25]=[CH:26][C:27]=1[O:28][CH3:29])[O:6][CH2:7][C:8]1[O:12][C:11]([C@@H:13]2[CH2:17][CH2:16][CH2:15][NH:14]2)=[N:10][CH:9]=1, predict the reactants needed to synthesize it. The reactants are: [CH3:1][O:2][C:3]1[CH:4]=[C:5]([CH:25]=[CH:26][C:27]=1[O:28][CH3:29])[O:6][CH2:7][C:8]1[O:12][C:11]([C@@H:13]2[CH2:17][CH2:16][CH2:15][N:14]2C(OC(C)(C)C)=O)=[N:10][CH:9]=1.Cl.CCOC(C)=O.[OH-].[Na+]. (5) Given the product [CH2:19]([C:13]1[CH:12]=[C:11]([CH2:10][C@@H:6]([OH:23])[C:7]([OH:9])=[O:8])[CH:16]=[CH:15][C:14]=1[CH2:17][CH3:18])[CH3:20], predict the reactants needed to synthesize it. The reactants are: N([O-])=O.[Na+].N[C@H:6]([CH2:10][C:11]1[CH:16]=[CH:15][C:14]([CH2:17][CH3:18])=[C:13]([CH2:19][CH3:20])[CH:12]=1)[C:7]([OH:9])=[O:8].C([O:23]CC)C. (6) Given the product [Cl:1][C:2]1[C:3]([N:16]2[CH2:21][CH2:20][N:19]([C:22]([O:24][C:25]([CH3:27])([CH3:28])[CH3:26])=[O:23])[CH2:18][CH2:17]2)=[N:4][CH:5]=[C:6]([C:8]2[O:9][CH:12]([CH2:13][CH3:14])[CH2:11][N:10]=2)[CH:7]=1, predict the reactants needed to synthesize it. The reactants are: [Cl:1][C:2]1[C:3]([N:16]2[CH2:21][CH2:20][N:19]([C:22]([O:24][C:25]([CH3:28])([CH3:27])[CH3:26])=[O:23])[CH2:18][CH2:17]2)=[N:4][CH:5]=[C:6]([C:8]([NH:10][CH2:11][CH:12](O)[CH2:13][CH3:14])=[O:9])[CH:7]=1.CCN(C(C)C)C(C)C.CS(Cl)(=O)=O. (7) Given the product [NH2:1][C:2]1[N:7]=[C:6]([N:8]2[CH2:13][CH2:12][O:11][CH2:10][CH:9]2[C:14]([NH2:16])=[O:15])[CH:5]=[C:4]([C:17]2[CH:18]=[C:19]3[C:20]([C:23]([NH2:24])=[N:27][NH:28]3)=[CH:21][CH:22]=2)[N:3]=1, predict the reactants needed to synthesize it. The reactants are: [NH2:1][C:2]1[N:7]=[C:6]([N:8]2[CH2:13][CH2:12][O:11][CH2:10][CH:9]2[C:14]([NH2:16])=[O:15])[CH:5]=[C:4]([C:17]2[CH:22]=[CH:21][C:20]([C:23]#[N:24])=[C:19](F)[CH:18]=2)[N:3]=1.O.[NH2:27][NH2:28]. (8) Given the product [CH3:1][C:2]1[N:7]=[C:6]([C:8]2[C:9]([NH:14][C:15]3[C:16]4[CH:17]=[N:18][NH:19][C:20]=4[CH:21]=[CH:22][CH:23]=3)=[N:10][CH:11]=[CH:12][N:13]=2)[CH:5]=[C:4]([S:24]([CH3:25])=[O:31])[N:3]=1, predict the reactants needed to synthesize it. The reactants are: [CH3:1][C:2]1[N:7]=[C:6]([C:8]2[C:9]([NH:14][C:15]3[C:16]4[CH:17]=[N:18][NH:19][C:20]=4[CH:21]=[CH:22][CH:23]=3)=[N:10][CH:11]=[CH:12][N:13]=2)[CH:5]=[C:4]([S:24][CH3:25])[N:3]=1.ClC1C=C(C=CC=1)C(OO)=[O:31]. (9) Given the product [Br:1][C:2]1[CH:3]=[CH:4][C:5]([C:8]2[N:9]=[C:10]([N:13]3[C@H:14]([CH2:17][CH3:18])[CH2:15][O:16][C:27]3=[O:29])[S:11][CH:12]=2)=[CH:6][CH:7]=1, predict the reactants needed to synthesize it. The reactants are: [Br:1][C:2]1[CH:7]=[CH:6][C:5]([C:8]2[N:9]=[C:10]([NH:13][C@H:14]([CH2:17][CH3:18])[CH2:15][OH:16])[S:11][CH:12]=2)=[CH:4][CH:3]=1.C(N(CC)CC)C.Cl[C:27](Cl)([O:29]C(=O)OC(Cl)(Cl)Cl)Cl.